This data is from Full USPTO retrosynthesis dataset with 1.9M reactions from patents (1976-2016). The task is: Predict the reactants needed to synthesize the given product. (1) Given the product [Br:22][C:23]1[CH:28]=[CH:27][CH:26]=[C:25]([F:29])[C:24]=1[CH2:12][CH2:10][CH3:11], predict the reactants needed to synthesize it. The reactants are: C([Li])CCC.C(N[CH:10]([CH3:12])[CH3:11])(C)C.CN1CCCN(C)C1=O.[Br:22][C:23]1[CH:28]=[CH:27][CH:26]=[C:25]([F:29])[CH:24]=1.ICCC.Cl.S([O-])(O)=O.[Na+]. (2) Given the product [NH2:5][C:6]1[CH:14]=[CH:13][CH:12]=[C:11]([CH3:15])[C:7]=1[C:8]([NH:16][C:17]1[CH:22]=[CH:21][CH:20]=[CH:19][CH:18]=1)=[O:10], predict the reactants needed to synthesize it. The reactants are: S(Cl)(Cl)=O.[NH2:5][C:6]1[CH:14]=[CH:13][CH:12]=[C:11]([CH3:15])[C:7]=1[C:8]([OH:10])=O.[NH2:16][C:17]1[CH:22]=[CH:21][CH:20]=[CH:19][CH:18]=1. (3) Given the product [CH2:1]([N:3]1[CH2:4][CH:5]=[C:6]([C:10]2[CH:15]=[CH:14][CH:13]=[C:12]([S:16][CH3:17])[C:11]=2[F:18])[CH2:7][CH2:8]1)[CH3:2], predict the reactants needed to synthesize it. The reactants are: [CH2:1]([N:3]1[CH2:8][CH2:7][C:6]([C:10]2[CH:15]=[CH:14][CH:13]=[C:12]([S:16][CH3:17])[C:11]=2[F:18])(O)[CH2:5][CH2:4]1)[CH3:2].S(=O)(=O)(O)O.C1(C)C=CC=CC=1.